Dataset: Reaction yield outcomes from USPTO patents with 853,638 reactions. Task: Predict the reaction yield, written as a fraction of the theoretical maximum amount of product (1.0 means a 100% yield; for example, 0.34 means a 34% yield). (1) The reactants are [CH3:1][O:2][C:3]([CH:5]1[N:9]([NH:10][CH:11]2[CH2:16][CH2:15][CH2:14][CH2:13][CH2:12]2)[CH:8]2[CH2:17][CH2:18][CH2:19][CH:7]2[CH2:6]1)=[O:4].[CH3:20][S:21]([NH:24][C:25]1[CH:40]=[CH:39][C:28]2[NH:29][C:30]([CH2:35][C:36](O)=[O:37])=[N:31][S:32](=[O:34])(=[O:33])[C:27]=2[CH:26]=1)(=[O:23])=[O:22].Cl.CN(C)CCCN=C=NCC.CN1CCOCC1. The catalyst is CN(C)C=O.C(OCC)(=O)C. The product is [CH3:1][O:2][C:3]([CH:5]1[N:9]([N:10]([CH:11]2[CH2:16][CH2:15][CH2:14][CH2:13][CH2:12]2)[C:36](=[O:37])[CH2:35][C:30]2[NH:29][C:28]3[CH:39]=[CH:40][C:25]([NH:24][S:21]([CH3:20])(=[O:23])=[O:22])=[CH:26][C:27]=3[S:32](=[O:33])(=[O:34])[N:31]=2)[CH:8]2[CH2:17][CH2:18][CH2:19][CH:7]2[CH2:6]1)=[O:4]. The yield is 0.596. (2) The reactants are [C:1]([C:5]1[CH:12]=[CH:11][C:10]([N+:13]([O-:15])=[O:14])=[CH:9][C:6]=1[C:7]#[N:8])([CH3:4])([CH3:3])[CH3:2].B.C1COCC1.CO.Cl. The catalyst is C1COCC1.O. The product is [C:1]([C:5]1[CH:12]=[CH:11][C:10]([N+:13]([O-:15])=[O:14])=[CH:9][C:6]=1[CH2:7][NH2:8])([CH3:4])([CH3:2])[CH3:3]. The yield is 0.430. (3) The reactants are [F:1][C:2]1([F:27])[CH2:26][CH2:25][C:5]2([CH2:9][N:8](C(OCC3C=CC=CC=3)=O)[C@H:7]([C:20]([O:22][CH2:23][CH3:24])=[O:21])[CH2:6]2)[CH2:4][CH2:3]1. The catalyst is C(O)C.[OH-].[OH-].[Pd+2]. The product is [F:27][C:2]1([F:1])[CH2:26][CH2:25][C:5]2([CH2:9][NH:8][C@H:7]([C:20]([O:22][CH2:23][CH3:24])=[O:21])[CH2:6]2)[CH2:4][CH2:3]1. The yield is 0.930. (4) The reactants are [O:1]1[CH2:6][CH2:5][CH:4]([NH:7][C:8]2[CH:14]=[CH:13][C:12]([C:15]3[O:16][C:17]4[CH:23]=[CH:22][CH:21]=[CH:20][C:18]=4[N:19]=3)=[CH:11][C:9]=2[NH2:10])[CH2:3][CH2:2]1.[CH:24](=O)[CH3:25].OOS([O-])=O.[K+].[C:33](=O)([O-])[O-].[K+].[K+]. The catalyst is CN(C)C=O.O. The product is [CH3:24][C:25]1[N:7]([CH:4]2[CH2:3][CH2:2][O:1][CH2:6][CH2:5]2)[C:8]2[CH:14]=[CH:13][C:12]([C:15]3[O:16][C:17]4[CH:23]=[CH:22][CH:21]=[C:20]([CH3:33])[C:18]=4[N:19]=3)=[CH:11][C:9]=2[N:10]=1. The yield is 0.204. (5) The reactants are [CH3:1][O:2][C:3]1[CH:21]=[CH:20][C:6]([CH2:7][N:8]2[C:16]3[C:11](=[CH:12][CH:13]=[CH:14][CH:15]=3)[C:10]([C:17]([OH:19])=O)=[N:9]2)=[CH:5][CH:4]=1.C(Cl)(=O)C(Cl)=O.[NH2:28][C:29]1[C:34]([Cl:35])=[CH:33][C:32]([CH2:36][C:37]([O:39][CH2:40][CH3:41])=[O:38])=[C:31]([F:42])[CH:30]=1.C(N(CC)CC)C. The catalyst is C(Cl)Cl.CN(C=O)C.O. The product is [Cl:35][C:34]1[C:29]([NH:28][C:17]([C:10]2[C:11]3[C:16](=[CH:15][CH:14]=[CH:13][CH:12]=3)[N:8]([CH2:7][C:6]3[CH:5]=[CH:4][C:3]([O:2][CH3:1])=[CH:21][CH:20]=3)[N:9]=2)=[O:19])=[CH:30][C:31]([F:42])=[C:32]([CH2:36][C:37]([O:39][CH2:40][CH3:41])=[O:38])[CH:33]=1. The yield is 0.800. (6) The reactants are [C:1]([C:4]1[CH:5]=[N:6][C:7]2[C:12]([C:13]=1[NH:14][C@H:15]1[CH2:20][CH2:19][C@H:18]([NH:21][C:22](=[O:28])[O:23][C:24]([CH3:27])([CH3:26])[CH3:25])[CH2:17][CH2:16]1)=[CH:11][C:10](Br)=[CH:9][CH:8]=2)(=[O:3])[CH3:2].[Cl:30][C:31]1[CH:36]=[C:35](B2OC(C)(C)C(C)(C)O2)[CH:34]=[C:33]([F:46])[C:32]=1[OH:47]. No catalyst specified. The product is [C:1]([C:4]1[CH:5]=[N:6][C:7]2[C:12]([C:13]=1[NH:14][C@H:15]1[CH2:20][CH2:19][C@H:18]([NH:21][C:22](=[O:28])[O:23][C:24]([CH3:27])([CH3:26])[CH3:25])[CH2:17][CH2:16]1)=[CH:11][C:10]([C:35]1[CH:34]=[C:33]([F:46])[C:32]([OH:47])=[C:31]([Cl:30])[CH:36]=1)=[CH:9][CH:8]=2)(=[O:3])[CH3:2]. The yield is 0.720.